Dataset: Catalyst prediction with 721,799 reactions and 888 catalyst types from USPTO. Task: Predict which catalyst facilitates the given reaction. (1) Reactant: Cl.[CH:2]1([N:5]2[CH2:10][C:9]3([CH2:15][CH2:14][NH:13][CH2:12][CH2:11]3)[O:8][CH2:7][C:6]2=[O:16])[CH2:4][CH2:3]1.C(N(CC)C(C)C)(C)C.[Br:26][C:27]1[CH:32]=[CH:31][C:30]([S:33](Cl)(=[O:35])=[O:34])=[CH:29][C:28]=1[F:37]. Product: [Br:26][C:27]1[CH:32]=[CH:31][C:30]([S:33]([N:13]2[CH2:12][CH2:11][C:9]3([O:8][CH2:7][C:6](=[O:16])[N:5]([CH:2]4[CH2:4][CH2:3]4)[CH2:10]3)[CH2:15][CH2:14]2)(=[O:35])=[O:34])=[CH:29][C:28]=1[F:37]. The catalyst class is: 4. (2) Product: [CH3:36][S:37]([O:1][CH2:2][C:3]1[C:4]2[N:5]([CH:24]=[CH:25][N:26]=2)[C:6]([C:17]2[CH:22]=[CH:21][C:20]([CH3:23])=[CH:19][CH:18]=2)=[C:7]([C:9]2[CH:10]=[CH:11][C:12]([C:13]#[N:14])=[CH:15][CH:16]=2)[N:8]=1)(=[O:39])=[O:38]. Reactant: [OH:1][CH2:2][C:3]1[C:4]2[N:5]([CH:24]=[CH:25][N:26]=2)[C:6]([C:17]2[CH:22]=[CH:21][C:20]([CH3:23])=[CH:19][CH:18]=2)=[C:7]([C:9]2[CH:16]=[CH:15][C:12]([C:13]#[N:14])=[CH:11][CH:10]=2)[N:8]=1.C(N(CC)C(C)C)(C)C.[CH3:36][S:37](Cl)(=[O:39])=[O:38]. The catalyst class is: 2. (3) Reactant: [CH3:1][O:2][C:3](=[O:39])[CH:4]=[C:5]([O:33]C(OCC)=O)[CH2:6][CH:7](OC(OCC)=O)[C:8]1[N:9]([CH:24]([CH3:26])[CH3:25])[C:10]2[C:15]([C:16]=1[C:17]1[CH:22]=[CH:21][C:20]([F:23])=[CH:19][CH:18]=1)=[CH:14][CH:13]=[CH:12][CH:11]=2.C1(C)C=CC(S([O-])(=O)=O)=CC=1.[NH+]1C=CC=CC=1.[Cl-].[Na+]. Product: [CH3:1][O:2][C:3](=[O:39])[CH2:4][C:5](=[O:33])/[CH:6]=[CH:7]/[C:8]1[N:9]([CH:24]([CH3:25])[CH3:26])[C:10]2[C:15]([C:16]=1[C:17]1[CH:18]=[CH:19][C:20]([F:23])=[CH:21][CH:22]=1)=[CH:14][CH:13]=[CH:12][CH:11]=2. The catalyst class is: 3. (4) Reactant: CS([C:5]1[N:10]=[C:9]([C:11]2[CH:16]=[CH:15][C:14]([S:17]([CH3:20])(=[O:19])=[O:18])=[CH:13][CH:12]=2)[CH:8]=[C:7]([C:21]([F:24])([F:23])[F:22])[N:6]=1)(=O)=O.[F:25][C:26]1[CH:33]=[CH:32][C:29]([CH2:30][NH2:31])=[CH:28][CH:27]=1. Product: [F:25][C:26]1[CH:33]=[CH:32][C:29]([CH2:30][NH:31][C:5]2[N:10]=[C:9]([C:11]3[CH:16]=[CH:15][C:14]([S:17]([CH3:20])(=[O:19])=[O:18])=[CH:13][CH:12]=3)[CH:8]=[C:7]([C:21]([F:24])([F:23])[F:22])[N:6]=2)=[CH:28][CH:27]=1. The catalyst class is: 264. (5) The catalyst class is: 89. Product: [CH3:55][O:54][C:52](=[O:53])[NH:51][C@H:47]([C:46]([N:41]1[CH2:42][C@@H:43]([CH3:45])[CH2:44][C@H:40]1[C:37]1[NH:38][CH:39]=[C:35]([C:32]2[CH:31]=[CH:30][C:29]([C:25]3[CH:26]=[C:27]([Cl:28])[C:22]([NH:21][C:20]([N:17]4[CH2:18][CH2:19][N:14]([CH:11]5[CH2:10][CH2:9][NH:8][CH2:13][CH2:12]5)[CH2:15][CH2:16]4)=[O:62])=[CH:23][C:24]=3[O:57][C:58]([F:61])([F:60])[F:59])=[CH:34][CH:33]=2)[N:36]=1)=[O:56])[CH:48]([CH3:50])[CH3:49]. Reactant: C(OC([N:8]1[CH2:13][CH2:12][CH:11]([N:14]2[CH2:19][CH2:18][N:17]([C:20](=[O:62])[NH:21][C:22]3[C:27]([Cl:28])=[CH:26][C:25]([C:29]4[CH:34]=[CH:33][C:32]([C:35]5[N:36]=[C:37]([C@@H:40]6[CH2:44][C@H:43]([CH3:45])[CH2:42][N:41]6[C:46](=[O:56])[C@@H:47]([NH:51][C:52]([O:54][CH3:55])=[O:53])[CH:48]([CH3:50])[CH3:49])[NH:38][CH:39]=5)=[CH:31][CH:30]=4)=[C:24]([O:57][C:58]([F:61])([F:60])[F:59])[CH:23]=3)[CH2:16][CH2:15]2)[CH2:10][CH2:9]1)=O)(C)(C)C. (6) Reactant: [OH-].[Li+].[C:3]([CH2:5][C:6]1[CH:7]=[C:8]([CH:13]=[CH:14][CH:15]=1)[C:9]([O:11]C)=[O:10])#[N:4]. Product: [C:3]([CH2:5][C:6]1[CH:7]=[C:8]([CH:13]=[CH:14][CH:15]=1)[C:9]([OH:11])=[O:10])#[N:4]. The catalyst class is: 20.